Task: Predict the reaction yield, written as a fraction of the theoretical maximum amount of product (1.0 means a 100% yield; for example, 0.34 means a 34% yield).. Dataset: Reaction yield outcomes from USPTO patents with 853,638 reactions (1) The reactants are N([O-])=O.[Na+].[F:5][C:6]1[CH:11]=[C:10]([S:12][CH3:13])[CH:9]=[CH:8][C:7]=1[C:14]1[N:15]=[CH:16][C:17](N)=[N:18][CH:19]=1.[OH-:21].[Na+]. The catalyst is S(=O)(=O)(O)O.CCO. The product is [F:5][C:6]1[CH:11]=[C:10]([S:12][CH3:13])[CH:9]=[CH:8][C:7]=1[C:14]1[N:15]=[CH:16][C:17]([OH:21])=[N:18][CH:19]=1. The yield is 0.720. (2) The reactants are [NH2:1][C:2]1[C:7]([NH2:8])=[C:6]([NH:9][C@@H:10]2[C@@H:15]3[CH2:16][C@@H:12]([CH:13]=[CH:14]3)[C@@H:11]2[C:17]([NH2:19])=[O:18])[C:5]([Br:20])=[CH:4][N:3]=1.[CH:21]([C:23]1[CH:30]=[CH:29][C:26]([C:27]#[N:28])=[CH:25][CH:24]=1)=O.C([O-])(=O)C.[NH4+]. No catalyst specified. The product is [Br:20][C:5]1[C:6]([NH:9][C@@H:10]2[C@@H:15]3[CH2:16][C@@H:12]([CH:13]=[CH:14]3)[C@@H:11]2[C:17]([NH2:19])=[O:18])=[C:7]2[N:8]=[C:21]([C:23]3[CH:30]=[CH:29][C:26]([C:27]#[N:28])=[CH:25][CH:24]=3)[NH:1][C:2]2=[N:3][CH:4]=1. The yield is 0.470. (3) The reactants are [C:1]([C:4]1[C:5]2[CH:12]=[C:11]([CH3:13])[CH:10]=[CH:9][C:6]=2[S:7][CH:8]=1)(O)=[O:2].Cl.C(OCC)(=O)C. The catalyst is C1COCC1. The product is [OH:2][CH2:1][C:4]1[C:5]2[CH:12]=[C:11]([CH3:13])[CH:10]=[CH:9][C:6]=2[S:7][CH:8]=1. The yield is 0.860. (4) The reactants are [C:1]([OH:9])(=[O:8])[C:2]1[CH:7]=[CH:6][CH:5]=[CH:4][CH:3]=1.[Br:10][CH2:11][CH2:12]O.C1(N=C=NC2CCCCC2)CCCCC1. The catalyst is ClCCl.CN(C)C1C=CN=CC=1. The product is [C:1]([O:9][CH2:12][CH2:11][Br:10])(=[O:8])[C:2]1[CH:7]=[CH:6][CH:5]=[CH:4][CH:3]=1. The yield is 0.820. (5) The reactants are I[C:2]1[CH:3]=[CH:4][CH:5]=[C:6]2[C:11]=1[CH:10]=[C:9]([S:12]([NH2:15])(=[O:14])=[O:13])[CH:8]=[CH:7]2.[CH3:16][CH2:17][OH:18].C1CCN2C(=NCCC2)CC1.[O:30]1CCOC[CH2:31]1. The catalyst is [C-]#[O+].[C-]#[O+].[C-]#[O+].[C-]#[O+].[C-]#[O+].[C-]#[O+].[Mo].CC([O-])=O.CC([O-])=O.[Pd+2]. The product is [S:12]([C:9]1[CH:10]=[C:11]2[C:6]([CH:5]=[CH:4][CH:3]=[C:2]2[C:31]([O:18][CH2:17][CH3:16])=[O:30])=[CH:7][CH:8]=1)(=[O:14])(=[O:13])[NH2:15]. The yield is 0.130. (6) The reactants are CC[O-].[Na+].Cl.[CH:6]([NH2:8])=[NH:7].C[CH2:10][CH:11]([C:16](OCC)=[O:17])[C:12](OC)=[O:13]. The catalyst is C(O)C. The product is [OH:13][C:12]1[C:11]([CH3:10])=[C:16]([OH:17])[N:8]=[CH:6][N:7]=1. The yield is 0.600. (7) The reactants are [O:1]1[CH2:6][CH2:5][N:4]([C:7]2[CH:8]=[C:9]([OH:13])[CH:10]=[CH:11][CH:12]=2)[CH2:3][CH2:2]1.C[Si]([N-][Si](C)(C)C)(C)C.[Na+].F[C:25]1[C:26]([N+:31]([O-:33])=[O:32])=[N:27][CH:28]=[CH:29][CH:30]=1. The yield is 0.720. The catalyst is C1COCC1. The product is [N+:31]([C:26]1[C:25]([O:13][C:9]2[CH:8]=[C:7]([N:4]3[CH2:3][CH2:2][O:1][CH2:6][CH2:5]3)[CH:12]=[CH:11][CH:10]=2)=[CH:30][CH:29]=[CH:28][N:27]=1)([O-:33])=[O:32]. (8) The reactants are [CH3:1][N:2]([CH3:20])[CH2:3][CH2:4][CH2:5][O:6][C:7]1[CH:12]=[CH:11][C:10]([NH2:13])=[CH:9][C:8]=1[C:14]1[N:15]([CH3:19])[N:16]=[CH:17][CH:18]=1.[CH3:21][O:22][C:23]1[CH:28]=[CH:27][C:26]([N:29]=[C:30]=[O:31])=[CH:25][CH:24]=1. The catalyst is C(Cl)Cl. The product is [CH3:20][N:2]([CH3:1])[CH2:3][CH2:4][CH2:5][O:6][C:7]1[CH:12]=[CH:11][C:10]([NH:13][C:30]([NH:29][C:26]2[CH:27]=[CH:28][C:23]([O:22][CH3:21])=[CH:24][CH:25]=2)=[O:31])=[CH:9][C:8]=1[C:14]1[N:15]([CH3:19])[N:16]=[CH:17][CH:18]=1. The yield is 0.900.